Dataset: Full USPTO retrosynthesis dataset with 1.9M reactions from patents (1976-2016). Task: Predict the reactants needed to synthesize the given product. (1) Given the product [F:1][C:2]1[CH:3]=[C:4]([NH:22][C:23]([C:25]2[C:26](=[O:38])[N:27]([C:32]3[CH:37]=[CH:36][CH:35]=[CH:34][CH:33]=3)[N:28]([CH3:31])[C:29]=2[CH3:30])=[O:24])[CH:5]=[CH:6][C:7]=1[O:8][C:9]1[C:18]2[C:13](=[CH:14][C:15]([O:21][CH2:45][C:46]([OH:49])([CH3:48])[CH3:47])=[C:16]([O:19][CH3:20])[CH:17]=2)[N:12]=[CH:11][CH:10]=1, predict the reactants needed to synthesize it. The reactants are: [F:1][C:2]1[CH:3]=[C:4]([NH:22][C:23]([C:25]2[C:26](=[O:38])[N:27]([C:32]3[CH:37]=[CH:36][CH:35]=[CH:34][CH:33]=3)[N:28]([CH3:31])[C:29]=2[CH3:30])=[O:24])[CH:5]=[CH:6][C:7]=1[O:8][C:9]1[C:18]2[C:13](=[CH:14][C:15]([OH:21])=[C:16]([O:19][CH3:20])[CH:17]=2)[N:12]=[CH:11][CH:10]=1.C([O-])([O-])=O.[Cs+].[Cs+].[CH3:45][C:46]1([O:49][CH2:48]1)[CH3:47]. (2) Given the product [CH3:1][C:2]1[C:6]([C:7]2[N:8]([C:19]3[CH:20]=[CH:21][C:22]([OH:25])=[CH:23][CH:24]=3)[C:9]3[C:14]([C:15]=2[C:16](=[N:28][OH:29])[CH3:17])=[CH:13][CH:12]=[CH:11][CH:10]=3)=[C:5]([CH3:26])[O:4][N:3]=1, predict the reactants needed to synthesize it. The reactants are: [CH3:1][C:2]1[C:6]([C:7]2[N:8]([C:19]3[CH:24]=[CH:23][C:22]([OH:25])=[CH:21][CH:20]=3)[C:9]3[C:14]([C:15]=2[C:16](=O)[CH3:17])=[CH:13][CH:12]=[CH:11][CH:10]=3)=[C:5]([CH3:26])[O:4][N:3]=1.Cl.[NH2:28][OH:29].N1C=CC=CC=1. (3) Given the product [CH3:10][O:11][C:12]1[CH:13]=[CH:14][C:15]([C:18]2[CH:19]=[CH:20][C:21]([S:24]([NH:27][CH:28]([CH2:33][CH:34]([OH:36])[CH2:35][S:7][CH2:6][C:5]3[CH:8]=[CH:9][C:2]([F:1])=[CH:3][CH:4]=3)[C:29]([OH:31])=[O:30])(=[O:25])=[O:26])=[CH:22][CH:23]=2)=[CH:16][CH:17]=1, predict the reactants needed to synthesize it. The reactants are: [F:1][C:2]1[CH:9]=[CH:8][C:5]([CH2:6][SH:7])=[CH:4][CH:3]=1.[CH3:10][O:11][C:12]1[CH:17]=[CH:16][C:15]([C:18]2[CH:23]=[CH:22][C:21]([S:24]([NH:27][CH:28]([CH2:33][CH:34]3[O:36][CH2:35]3)[C:29]([O:31]C)=[O:30])(=[O:26])=[O:25])=[CH:20][CH:19]=2)=[CH:14][CH:13]=1. (4) Given the product [C:1]1([C@H:7]([NH:9][C:20]2[C:29]3[C:24](=[CH:25][CH:26]=[C:27]([N+:30]([O-:32])=[O:31])[CH:28]=3)[N:23]=[CH:22][N:21]=2)[CH3:8])[CH:6]=[CH:5][CH:4]=[CH:3][CH:2]=1, predict the reactants needed to synthesize it. The reactants are: [C:1]1([C@H:7]([NH2:9])[CH3:8])[CH:6]=[CH:5][CH:4]=[CH:3][CH:2]=1.C(N(C(C)C)CC)(C)C.Cl[C:20]1[C:29]2[C:24](=[CH:25][CH:26]=[C:27]([N+:30]([O-:32])=[O:31])[CH:28]=2)[N:23]=[CH:22][N:21]=1. (5) Given the product [ClH:28].[Cl:28][C:26]1[CH:25]=[CH:24][C:3]([O:4][C:5]([C:8]2[N:12]([CH3:13])[C:11]([C:14]3[CH:19]=[CH:18][CH:17]=[CH:16][C:15]=3[C:20]([F:23])([F:22])[F:21])=[N:10][N:9]=2)([CH3:7])[CH3:6])=[C:2]([S:30]([CH3:29])(=[O:32])=[O:31])[CH:27]=1, predict the reactants needed to synthesize it. The reactants are: Br[C:2]1[CH:27]=[C:26]([Cl:28])[CH:25]=[CH:24][C:3]=1[O:4][C:5]([C:8]1[N:12]([CH3:13])[C:11]([C:14]2[CH:19]=[CH:18][CH:17]=[CH:16][C:15]=2[C:20]([F:23])([F:22])[F:21])=[N:10][N:9]=1)([CH3:7])[CH3:6].[CH3:29][S:30]([O-:32])=[O:31].[Na+].O.C(OCC)(=O)C. (6) Given the product [Cl:16][C:17]1[CH:23]=[C:22]([Cl:24])[CH:21]=[CH:20][C:18]=1[NH:19][C:2]1[N:7]=[C:6]([C:8]([F:11])([F:10])[F:9])[C:5]([C:12]([O:14][CH3:15])=[O:13])=[CH:4][N:3]=1, predict the reactants needed to synthesize it. The reactants are: Cl[C:2]1[N:7]=[C:6]([C:8]([F:11])([F:10])[F:9])[C:5]([C:12]([O:14][CH3:15])=[O:13])=[CH:4][N:3]=1.[Cl:16][C:17]1[CH:23]=[C:22]([Cl:24])[CH:21]=[CH:20][C:18]=1[NH2:19]. (7) Given the product [CH3:20][O:19][N:18]([CH3:17])[C:13]([C@H:10]1[CH2:11][CH2:12][N:8]([C:6]([O:5][C:1]([CH3:2])([CH3:3])[CH3:4])=[O:7])[CH2:9]1)=[O:15], predict the reactants needed to synthesize it. The reactants are: [C:1]([O:5][C:6]([N:8]1[CH2:12][CH2:11][C@H:10]([C:13]([OH:15])=O)[CH2:9]1)=[O:7])([CH3:4])([CH3:3])[CH3:2].Cl.[CH3:17][NH:18][O:19][CH3:20].CCN(C(C)C)C(C)C. (8) Given the product [N:22]1[CH:27]=[CH:26][CH:25]=[C:24]([CH2:28][NH:19][C:12]2[CH:13]=[CH:14][CH:15]=[C:16]3[C:11]=2[N:10]=[C:9]([C:5]2[CH:6]=[CH:7][CH:8]=[C:3]([C:2]([F:1])([F:20])[F:21])[CH:4]=2)[CH:18]=[CH:17]3)[CH:23]=1, predict the reactants needed to synthesize it. The reactants are: [F:1][C:2]([F:21])([F:20])[C:3]1[CH:4]=[C:5]([C:9]2[CH:18]=[CH:17][C:16]3[C:11](=[C:12]([NH2:19])[CH:13]=[CH:14][CH:15]=3)[N:10]=2)[CH:6]=[CH:7][CH:8]=1.[N:22]1[CH:27]=[CH:26][CH:25]=[C:24]([CH:28]=O)[CH:23]=1.C(O)(=O)C.[BH3-]C#N.[Na+].